This data is from Full USPTO retrosynthesis dataset with 1.9M reactions from patents (1976-2016). The task is: Predict the reactants needed to synthesize the given product. (1) Given the product [Cl:21][C:22]1[CH:30]=[CH:29][CH:28]=[CH:27][C:23]=1[C:24]([NH:1][C:2]1[S:6][C:5]2[CH2:7][CH2:8][CH2:9][CH2:10][C:4]=2[C:3]=1[C:11]([NH2:13])=[O:12])=[O:25], predict the reactants needed to synthesize it. The reactants are: [NH2:1][C:2]1[S:6][C:5]2[CH2:7][CH2:8][CH2:9][CH2:10][C:4]=2[C:3]=1[C:11]([NH2:13])=[O:12].C(N(CC)CC)C.[Cl:21][C:22]1[CH:30]=[CH:29][CH:28]=[CH:27][C:23]=1[C:24](Cl)=[O:25]. (2) Given the product [C:1]([O:5][C:6]([N:8]1[CH2:12][CH2:11][CH2:10][C:9]1([CH2:16][OH:17])[C:13](=[O:15])[NH:52][CH2:51][C:50]([O:49][CH3:48])=[O:53])=[O:7])([CH3:2])([CH3:3])[CH3:4], predict the reactants needed to synthesize it. The reactants are: [C:1]([O:5][C:6]([N:8]1[CH2:12][CH2:11][CH2:10][C:9]1([CH2:16][OH:17])[C:13]([OH:15])=O)=[O:7])([CH3:4])([CH3:3])[CH3:2].CCN(C(C)C)C(C)C.CCN=C=NCCCN(C)C.C1C=CC2N(O)N=NC=2C=1.[CH3:48][O:49][C:50](=[O:53])[CH2:51][NH2:52].Cl. (3) Given the product [F:8][C:9]1[CH:10]=[C:11]([NH:15][C:16]([NH:7][CH2:1][C:2]2[O:6][CH:5]=[CH:4][CH:3]=2)=[S:17])[CH:12]=[CH:13][CH:14]=1, predict the reactants needed to synthesize it. The reactants are: [CH2:1]([NH2:7])[C:2]1[O:6][CH:5]=[CH:4][CH:3]=1.[F:8][C:9]1[CH:10]=[C:11]([N:15]=[C:16]=[S:17])[CH:12]=[CH:13][CH:14]=1. (4) Given the product [C:1]([O:5][C:6](=[O:19])[NH:7][C:8]1[CH:13]=[CH:12][C:11]([C:14]([F:17])([F:16])[F:15])=[CH:10][C:9]=1[NH:18][C:25](=[O:24])[CH2:26][C:27]([C:29]1[CH:34]=[CH:33][CH:32]=[C:31]([C:35]2[CH:36]=[N:37][C:38]([C:41]#[N:42])=[CH:39][CH:40]=2)[CH:30]=1)=[O:28])([CH3:4])([CH3:2])[CH3:3], predict the reactants needed to synthesize it. The reactants are: [C:1]([O:5][C:6](=[O:19])[NH:7][C:8]1[CH:13]=[CH:12][C:11]([C:14]([F:17])([F:16])[F:15])=[CH:10][C:9]=1[NH2:18])([CH3:4])([CH3:3])[CH3:2].C([O:24][C:25](=O)[CH2:26][C:27]([C:29]1[CH:34]=[CH:33][CH:32]=[C:31]([C:35]2[CH:36]=[N:37][C:38]([C:41]#[N:42])=[CH:39][CH:40]=2)[CH:30]=1)=[O:28])(C)(C)C. (5) Given the product [NH:14]1[CH2:15][CH2:16][CH:11]([N:7]2[C:8]3[C:4](=[CH:3][C:2]([NH2:1])=[CH:10][CH:9]=3)[CH:5]=[CH:6]2)[CH2:12][CH2:13]1, predict the reactants needed to synthesize it. The reactants are: [NH2:1][C:2]1[CH:3]=[C:4]2[C:8](=[CH:9][CH:10]=1)[N:7]([CH:11]1[CH2:16][CH2:15][N:14](C(OC(C)(C)C)=O)[CH2:13][CH2:12]1)[CH:6]=[CH:5]2.FC(F)(F)C(O)=O. (6) Given the product [CH3:25][C:26]1([CH3:41])[C:30]2=[N:31][CH:32]=[C:33]([N:35]3[CH2:40][CH2:39][O:38][CH2:37][CH2:36]3)[CH:34]=[C:29]2[N:28]([C:2]2[C:11]3[C:6](=[CH:7][C:8]([F:13])=[CH:9][C:10]=3[F:12])[N:5]=[C:4]([C:14]3[C:23]4[C:18](=[CH:19][CH:20]=[CH:21][CH:22]=4)[CH:17]=[CH:16][CH:15]=3)[C:3]=2[CH3:24])[CH2:27]1, predict the reactants needed to synthesize it. The reactants are: Cl[C:2]1[C:11]2[C:6](=[CH:7][C:8]([F:13])=[CH:9][C:10]=2[F:12])[N:5]=[C:4]([C:14]2[C:23]3[C:18](=[CH:19][CH:20]=[CH:21][CH:22]=3)[CH:17]=[CH:16][CH:15]=2)[C:3]=1[CH3:24].[CH3:25][C:26]1([CH3:41])[C:30]2=[N:31][CH:32]=[C:33]([N:35]3[CH2:40][CH2:39][O:38][CH2:37][CH2:36]3)[CH:34]=[C:29]2[NH:28][CH2:27]1.C1(P(C2CCCCC2)C2C=CC=CC=2C2C(C(C)C)=CC(C(C)C)=CC=2C(C)C)CCCCC1.CC(C)([O-])C.[Na+].